This data is from Forward reaction prediction with 1.9M reactions from USPTO patents (1976-2016). The task is: Predict the product of the given reaction. (1) Given the reactants [P:1]([O:13][CH2:14][N:15]1[CH:20]=[CH:19][C:18]([NH:21][C:22](=[O:41])[C:23]2[CH:28]=[C:27]([Cl:29])[C:26]([Cl:30])=[CH:25][C:24]=2[O:31][C:32]2[CH:37]=[CH:36][C:35]([F:38])=[CH:34][C:33]=2[O:39][CH3:40])=[CH:17][C:16]1=[O:42])([O:8]C(C)(C)C)([O:3]C(C)(C)C)=[O:2].CC(O)=O, predict the reaction product. The product is: [P:1]([OH:3])([OH:8])([O:13][CH2:14][N:15]1[CH:20]=[CH:19][C:18]([NH:21][C:22](=[O:41])[C:23]2[CH:28]=[C:27]([Cl:29])[C:26]([Cl:30])=[CH:25][C:24]=2[O:31][C:32]2[CH:37]=[CH:36][C:35]([F:38])=[CH:34][C:33]=2[O:39][CH3:40])=[CH:17][C:16]1=[O:42])=[O:2]. (2) Given the reactants Br[C:2]1[CH:7]=[C:6]([F:8])[CH:5]=[CH:4][C:3]=1[S:9]([N:12]([C:17]1[C:26]([C:27]([O:29][CH3:30])=[O:28])=[C:25]2[C:20]([C@H:21]3[CH2:31][C@H:22]3[CH2:23][O:24]2)=[CH:19][CH:18]=1)[C:13]([O:15][CH3:16])=[O:14])(=[O:11])=[O:10].C([Sn](CCCC)(CCCC)/[CH:37]=[CH:38]\[CH2:39][OH:40])CCC.F[B-](F)(F)F.C([PH+](C(C)(C)C)C(C)(C)C)(C)(C)C, predict the reaction product. The product is: [OH:40][CH2:39]/[CH:38]=[CH:37]\[C:2]1[CH:7]=[C:6]([F:8])[CH:5]=[CH:4][C:3]=1[S:9]([N:12]([C:17]1[C:26]([C:27]([O:29][CH3:30])=[O:28])=[C:25]2[C:20]([C@H:21]3[CH2:31][C@H:22]3[CH2:23][O:24]2)=[CH:19][CH:18]=1)[C:13]([O:15][CH3:16])=[O:14])(=[O:11])=[O:10].